From a dataset of Full USPTO retrosynthesis dataset with 1.9M reactions from patents (1976-2016). Predict the reactants needed to synthesize the given product. (1) The reactants are: COC1C=C(C(N2CC3C(=CC=CC=3)C2=O)CC(N)=O)C=CC=1OC.[CH3:26][O:27][C:28]1[CH:29]=[C:30]([C@@H:36]([N:41]2CC3C(=CC=CC=3)C2=O)[CH2:37][C:38]([OH:40])=[O:39])[CH:31]=[CH:32][C:33]=1[O:34][CH3:35]. Given the product [NH2:41][C@H:36]([C:30]1[CH:31]=[CH:32][C:33]([O:34][CH3:35])=[C:28]([O:27][CH3:26])[CH:29]=1)[CH2:37][C:38]([OH:40])=[O:39], predict the reactants needed to synthesize it. (2) Given the product [CH3:23][N:24]1[CH2:25][CH2:26][N:27]([C:30]([CH:32]2[CH2:37][CH2:36][N:35]([C:18]([C:12]3[S:13][C:14]4[CH2:15][CH2:16][O:17][C:8]5[CH:7]=[C:6]([C:4]6[CH:5]=[N:1][NH:2][CH:3]=6)[CH:22]=[CH:21][C:9]=5[C:10]=4[N:11]=3)=[O:19])[CH2:34][CH2:33]2)=[O:31])[CH2:28][CH2:29]1, predict the reactants needed to synthesize it. The reactants are: [NH:1]1[CH:5]=[C:4]([C:6]2[CH:22]=[CH:21][C:9]3[C:10]4[N:11]=[C:12]([C:18](O)=[O:19])[S:13][C:14]=4[CH2:15][CH2:16][O:17][C:8]=3[CH:7]=2)[CH:3]=[N:2]1.[CH3:23][N:24]1[CH2:29][CH2:28][N:27]([C:30]([CH:32]2[CH2:37][CH2:36][NH:35][CH2:34][CH2:33]2)=[O:31])[CH2:26][CH2:25]1. (3) Given the product [O:33]1[CH2:34][CH2:35][C@@H:31]([O:30][C:28](=[O:29])[NH:1][CH2:2][C@@H:3]2[CH2:8][CH2:7][CH2:6][N:5]([C:9]3[C:18]4[C:13](=[CH:14][C:15]([CH3:19])=[CH:16][CH:17]=4)[N:12]=[C:11]([C:20]4[CH:25]=[CH:24][CH:23]=[CH:22][C:21]=4[OH:26])[N:10]=3)[CH2:4]2)[CH2:32]1, predict the reactants needed to synthesize it. The reactants are: [NH2:1][CH2:2][C@@H:3]1[CH2:8][CH2:7][CH2:6][N:5]([C:9]2[C:18]3[C:13](=[CH:14][C:15]([CH3:19])=[CH:16][CH:17]=3)[N:12]=[C:11]([C:20]3[CH:25]=[CH:24][CH:23]=[CH:22][C:21]=3[OH:26])[N:10]=2)[CH2:4]1.Cl[C:28]([O:30][C@@H:31]1[CH2:35][CH2:34][O:33][CH2:32]1)=[O:29].C(N(CC)CC)C. (4) Given the product [CH2:29]([O:28][C:26]([N:8]1[CH2:13][CH2:12][CH:11]([NH:14][C:15]2[C:20]([N+:21]([O-:23])=[O:22])=[CH:19][CH:18]=[CH:17][C:16]=2[CH3:24])[CH2:10][CH2:9]1)=[O:27])[CH3:30], predict the reactants needed to synthesize it. The reactants are: C([N:8]1[CH2:13][CH2:12][CH:11]([NH:14][C:15]2[C:20]([N+:21]([O-:23])=[O:22])=[CH:19][CH:18]=[CH:17][C:16]=2[CH3:24])[CH2:10][CH2:9]1)C1C=CC=CC=1.Cl[C:26]([O:28][CH2:29][CH3:30])=[O:27].C(=O)([O-])O.[K+].O. (5) Given the product [CH2:34]([O:36][CH2:37][CH2:38][NH:39][C:2]1[CH:3]=[C:4]([CH:25]=[CH:26][N:27]=1)[C:5]([NH:7][C:8]1[S:9][C:10]2[C:16]([N:17]3[CH2:22][CH2:21][O:20][CH2:19][CH2:18]3)=[CH:15][CH:14]=[C:13]([O:23][CH3:24])[C:11]=2[N:12]=1)=[O:6])[CH3:35], predict the reactants needed to synthesize it. The reactants are: Br[C:2]1[CH:3]=[C:4]([CH:25]=[CH:26][N:27]=1)[C:5]([NH:7][C:8]1[S:9][C:10]2[C:16]([N:17]3[CH2:22][CH2:21][O:20][CH2:19][CH2:18]3)=[CH:15][CH:14]=[C:13]([O:23][CH3:24])[C:11]=2[N:12]=1)=[O:6].C(=O)([O-])[O-].[Cs+].[Cs+].[CH2:34]([O:36][CH2:37][CH2:38][NH2:39])[CH3:35]. (6) Given the product [CH3:1][N:2]1[C:10]2[C:5](=[CH:6][CH:7]=[CH:8][CH:9]=2)[C:4]([C:11]2[CH:16]=[CH:15][C:14]([NH2:17])=[CH:13][CH:12]=2)=[C:3]1[C:20]([NH2:22])=[O:21], predict the reactants needed to synthesize it. The reactants are: [CH3:1][N:2]1[C:10]2[C:5](=[CH:6][CH:7]=[CH:8][CH:9]=2)[C:4]([C:11]2[CH:16]=[CH:15][C:14]([N+:17]([O-])=O)=[CH:13][CH:12]=2)=[C:3]1[C:20]([NH2:22])=[O:21].